From a dataset of Orexin1 receptor HTS with 218,158 compounds and 233 confirmed actives. Binary Classification. Given a drug SMILES string, predict its activity (active/inactive) in a high-throughput screening assay against a specified biological target. (1) The result is 0 (inactive). The drug is [O-]n1c2CCCCc2[n+](=O)cc1c1c(OC)ccc(OC)c1. (2) The molecule is S(CC(=O)NC1CCCC1)c1n(c(nn1)c1c(occ1)C)C. The result is 0 (inactive). (3) The molecule is Clc1ccc(NC(=S)NCCN(CC)CC)cc1. The result is 0 (inactive). (4) The drug is O=C1N(C2CCN(CC2)C(OCC)=O)C(Nc2cc3oc(=O)cc(c3cc2)C)c2c1cccc2. The result is 0 (inactive).